This data is from Forward reaction prediction with 1.9M reactions from USPTO patents (1976-2016). The task is: Predict the product of the given reaction. (1) The product is: [C:16]([O:20][C:21](=[O:32])[NH:22][C:23]1[CH:27]=[CH:26][S:25][C:24]=1[C:2]1[CH:6]=[C:5]([CH3:7])[N:4]([CH2:8][O:9][CH2:10][CH2:11][Si:12]([CH3:15])([CH3:14])[CH3:13])[N:3]=1)([CH3:19])([CH3:17])[CH3:18]. Given the reactants Br[C:2]1[CH:6]=[C:5]([CH3:7])[N:4]([CH2:8][O:9][CH2:10][CH2:11][Si:12]([CH3:15])([CH3:14])[CH3:13])[N:3]=1.[C:16]([O:20][C:21](=[O:32])[NH:22][C:23]1[CH:27]=[CH:26][S:25][C:24]=1[Sn](C)(C)C)([CH3:19])([CH3:18])[CH3:17].[F-].[Cs+].C1(P(C2CCCCC2)C2C=CC=CC=2C2C(C(C)C)=CC(C(C)C)=CC=2C(C)C)CCCCC1, predict the reaction product. (2) Given the reactants Br[C:2]1[C:3]([C:17]2[CH:18]=[C:19]3[C:23](=[CH:24][CH:25]=2)[N:22]([CH3:26])[CH:21]=[CH:20]3)=[N:4][C:5]([F:16])=[C:6]([C:14]=1[F:15])[C:7]([O:9][C:10]([CH3:13])([CH3:12])[CH3:11])=[O:8].[CH:27]([B-](F)(F)F)=[CH2:28].[K+].COC1C=CC=C(OC)C=1C1C=CC=CC=1P(C1CCCCC1)C1CCCCC1.C([O-])([O-])=O.[K+].[K+], predict the reaction product. The product is: [F:16][C:5]1[N:4]=[C:3]([C:17]2[CH:18]=[C:19]3[C:23](=[CH:24][CH:25]=2)[N:22]([CH3:26])[CH:21]=[CH:20]3)[C:2]([CH:27]=[CH2:28])=[C:14]([F:15])[C:6]=1[C:7]([O:9][C:10]([CH3:13])([CH3:12])[CH3:11])=[O:8]. (3) Given the reactants [Br:1][C:2]1[C:3](F)=[CH:4][N:5]=[C:6]2[C:11]=1[N:10]=[C:9]([O:12][CH3:13])[CH:8]=[CH:7]2.[CH3:15][O-:16].[Na+], predict the reaction product. The product is: [Br:1][C:2]1[C:3]([O:16][CH3:15])=[CH:4][N:5]=[C:6]2[C:11]=1[N:10]=[C:9]([O:12][CH3:13])[CH:8]=[CH:7]2. (4) Given the reactants [NH2:1][C:2]1[C:3]2[CH:10]=[CH:9][N:8]([C@H:11]3[C@:15]([C:17]#[CH:18])([OH:16])[C@H:14]([OH:19])[C@@H:13]([CH2:20][OH:21])[O:12]3)[C:4]=2[N:5]=[CH:6][N:7]=1.C(N(CC)CC)C.[C:29](O[C:29](=[O:33])[CH:30]([CH3:32])[CH3:31])(=[O:33])[CH:30]([CH3:32])[CH3:31], predict the reaction product. The product is: [NH2:1][C:2]1[C:3]2[CH:10]=[CH:9][N:8]([C@@H:11]3[O:12][C@H:13]([CH2:20][OH:21])[C@@H:14]([O:19][C:29](=[O:33])[CH:30]([CH3:32])[CH3:31])[C@@:15]3([C:17]#[CH:18])[OH:16])[C:4]=2[N:5]=[CH:6][N:7]=1.